Predict which catalyst facilitates the given reaction. From a dataset of Catalyst prediction with 721,799 reactions and 888 catalyst types from USPTO. (1) Reactant: C(NC(=O)NC1C=CC([C:12]2[N:13]=[C:14]([N:29]3[CH2:34][CH2:33]OC[C@@H]3C)C3C[CH2:20][N:19](C(OC(C)(C)C)=O)[CH2:18][C:16]=3[N:17]=2)=CC=1)C.Cl[C:38]1[N:39]=[C:40]([N:52]2[CH2:57][CH2:56][O:55][CH2:54][C@@H:53]2[CH3:58])[C:41]2[CH2:46][N:45]([C:47]([O:49][CH2:50][CH3:51])=[O:48])[CH2:44][C:42]=2[N:43]=1.CC1(C)C(C)(C)OB(C2N=CC(N)=NC=2)[O:61]1. Product: [CH2:50]([O:49][C:47]([N:45]1[CH2:46][C:41]2[C:40]([N:52]3[CH2:57][CH2:56][O:55][CH2:54][C@@H:53]3[CH3:58])=[N:39][C:38]([C:18]3[CH:16]=[N:17][C:12]([NH:13][C:14]([NH:29][CH2:34][CH3:33])=[O:61])=[CH:20][N:19]=3)=[N:43][C:42]=2[CH2:44]1)=[O:48])[CH3:51]. The catalyst class is: 140. (2) Reactant: [C:1]1([S:7]([N:10]2[C:14]3=[N:15][CH:16]=[C:17]([S:19]([CH2:21][CH3:22])=[O:20])[CH:18]=[C:13]3[CH:12]=[C:11]2[C:23](=[O:30])[CH2:24][CH:25]2[CH2:29][CH2:28][CH2:27][CH2:26]2)(=[O:9])=[O:8])[CH:6]=[CH:5][CH:4]=[CH:3][CH:2]=1.C[Si]([N-][Si](C)(C)C)(C)C.[Li+].[C:41]1([CH3:61])[CH:46]=[CH:45][C:44]([S:47](O[S:47]([C:44]2[CH:45]=[CH:46][C:41]([CH3:61])=[CH:42][CH:43]=2)(=[O:49])=[O:48])(=[O:49])=[O:48])=[CH:43][CH:42]=1. Product: [C:1]1([S:7]([N:10]2[C:14]3=[N:15][CH:16]=[C:17]([S:19]([CH2:21][CH3:22])=[O:20])[CH:18]=[C:13]3[CH:12]=[C:11]2[C:23]([O:30][S:47]([C:44]2[CH:45]=[CH:46][C:41]([CH3:61])=[CH:42][CH:43]=2)(=[O:49])=[O:48])=[CH:24][CH:25]2[CH2:29][CH2:28][CH2:27][CH2:26]2)(=[O:8])=[O:9])[CH:2]=[CH:3][CH:4]=[CH:5][CH:6]=1. The catalyst class is: 7. (3) Reactant: Cl[CH2:2][C:3]1[C:12]([C:13]2[CH:18]=[CH:17][CH:16]=[CH:15][C:14]=2[O:19][CH3:20])=[CH:11][CH:10]=[C:9]2[C:4]=1[C:5]([CH3:23])=[CH:6][C:7]([CH3:22])([CH3:21])[NH:8]2.[NH:24]1[CH2:28][CH2:27][CH2:26][CH2:25]1.C(=O)([O-])[O-].[K+].[K+]. Product: [CH3:20][O:19][C:14]1[CH:15]=[CH:16][CH:17]=[CH:18][C:13]=1[C:12]1[C:3]([CH2:2][N:24]2[CH2:28][CH2:27][CH2:26][CH2:25]2)=[C:4]2[C:9](=[CH:10][CH:11]=1)[NH:8][C:7]([CH3:22])([CH3:21])[CH:6]=[C:5]2[CH3:23]. The catalyst class is: 42. (4) Reactant: [Br:1][C:2]1[CH:7]=[CH:6][C:5]([CH:8]([OH:13])[C:9]([CH3:12])([CH3:11])[CH3:10])=[CH:4][CH:3]=1.[Si:14](Cl)([C:17]([CH3:20])([CH3:19])[CH3:18])([CH3:16])[CH3:15]. Product: [Br:1][C:2]1[CH:3]=[CH:4][C:5]([CH:8]([O:13][Si:14]([C:17]([CH3:20])([CH3:19])[CH3:18])([CH3:16])[CH3:15])[C:9]([CH3:10])([CH3:12])[CH3:11])=[CH:6][CH:7]=1. The catalyst class is: 9. (5) Reactant: [CH2:1]([O:8][C:9]1[CH:14]=[CH:13][C:12]([C:15]#[N:16])=[CH:11][C:10]=1[CH2:17][C:18]([OH:20])=[O:19])[C:2]1[CH:7]=[CH:6][CH:5]=[CH:4][CH:3]=1.S(Cl)(Cl)=O.[CH3:25]O. Product: [CH3:25][O:19][C:18](=[O:20])[CH2:17][C:10]1[CH:11]=[C:12]([C:15]#[N:16])[CH:13]=[CH:14][C:9]=1[O:8][CH2:1][C:2]1[CH:3]=[CH:4][CH:5]=[CH:6][CH:7]=1. The catalyst class is: 4. (6) The catalyst class is: 7. Product: [CH3:30][N:29]([CH3:34])[C:2]1[C:3]([CH:5]=[C:6]([NH:10][C:11]2[C:20]3[C:15](=[CH:16][C:17]([O:23][CH2:24][CH2:25][O:26][CH3:27])=[C:18]([O:21][CH3:22])[CH:19]=3)[N:14]=[CH:13][CH:12]=2)[C:7](=[O:9])[CH:8]=1)=[O:4]. Reactant: Cl[C:2]1[C:3]([CH:5]=[C:6]([NH:10][C:11]2[C:20]3[C:15](=[CH:16][C:17]([O:23][CH2:24][CH2:25][O:26][CH3:27])=[C:18]([O:21][CH3:22])[CH:19]=3)[N:14]=[CH:13][CH:12]=2)[C:7](=[O:9])[CH:8]=1)=[O:4].Cl.[NH+:29]1[CH:34]=CC=C[CH:30]=1.CNC. (7) Reactant: [C:1]([O:5][C:6]([NH:8][C@@H:9]1[C:24](=[O:25])[N:23]2[C@@H:19]([CH2:20][C@@H:21]([O:26][C:27]3[C:36]4[C:31](=[CH:32][C:33](OC)=[CH:34][CH:35]=4)[N:30]=[C:29](C4C=CC=CC=4)[CH:28]=3)[CH2:22]2)[C:18](=[O:45])[NH:17][C@@:16]2([C:46](O)=[O:47])[C@@H:14]([CH2:15]2)[CH:13]=[CH:12][CH2:11][CH2:10]1)=[O:7])([CH3:4])([CH3:3])[CH3:2].C1N=C[N:51](C(N2C=NC=C2)=O)C=1.[CH:61]1([S:64](N)(=[O:66])=[O:65])[CH2:63][CH2:62]1.[CH2:68]1[CH2:78][CH2:77]N2[C:71](=NCCC2)[CH2:70][CH2:69]1.C1[CH2:83][O:82]CC1. Product: [C:1]([O:5][C:6](=[O:7])[NH:8][C@@H:9]1[C:24](=[O:25])[N:23]2[C@@:19]([NH2:51])([CH2:20][C@@H:21]([O:26][C:27]3[C:32]4[C:31](=[CH:36][C:35]([O:82][CH3:83])=[CH:34][CH:33]=4)[N:30]=[C:29]([C:68]4[CH:69]=[CH:70][CH:71]=[CH:77][CH:78]=4)[CH:28]=3)[CH2:22]2)[C:18](=[O:45])[NH:17][C@@:15]2([S:64]([CH:61]3[CH2:63][CH2:62]3)(=[O:66])=[O:65])[C@H:14]([C:16]2=[C:46]=[O:47])[CH:13]=[CH:12][CH2:11][CH2:10]1)([CH3:3])([CH3:4])[CH3:2]. The catalyst class is: 25. (8) Reactant: [C-:1]#[N:2].[K+].CS(O[CH2:9][CH2:10][C:11]([C:26]1[CH:31]=[CH:30][C:29]([Cl:32])=[CH:28][CH:27]=1)([C:14]1[C:22]2[C:17](=[C:18]([CH2:23][S:24][CH3:25])[CH:19]=[CH:20][CH:21]=2)[NH:16][CH:15]=1)[CH2:12][CH3:13])(=O)=O.O.ClCCl. Product: [Cl:32][C:29]1[CH:28]=[CH:27][C:26]([C:11]([C:14]2[C:22]3[C:17](=[C:18]([CH2:23][S:24][CH3:25])[CH:19]=[CH:20][CH:21]=3)[NH:16][CH:15]=2)([CH2:12][CH3:13])[CH2:10][CH2:9][C:1]#[N:2])=[CH:31][CH:30]=1. The catalyst class is: 16. (9) Reactant: C[O:2][C:3](=[O:21])[CH:4]([C:11]1[CH:16]=[CH:15][C:14]([S:17]([CH3:20])(=[O:19])=[O:18])=[CH:13][CH:12]=1)[CH2:5][CH:6]1[CH2:10][CH2:9][CH2:8][CH2:7]1.[OH-].[Na+]. The catalyst class is: 5. Product: [CH:6]1([CH2:5][CH:4]([C:11]2[CH:16]=[CH:15][C:14]([S:17]([CH3:20])(=[O:19])=[O:18])=[CH:13][CH:12]=2)[C:3]([OH:21])=[O:2])[CH2:10][CH2:9][CH2:8][CH2:7]1.